Dataset: CYP2D6 inhibition data for predicting drug metabolism from PubChem BioAssay. Task: Regression/Classification. Given a drug SMILES string, predict its absorption, distribution, metabolism, or excretion properties. Task type varies by dataset: regression for continuous measurements (e.g., permeability, clearance, half-life) or binary classification for categorical outcomes (e.g., BBB penetration, CYP inhibition). Dataset: cyp2d6_veith. The compound is O=C1c2ccccc2-c2ccc(NC(=O)[C@H]3CCCC[C@@H]3C(=O)O)cc21. The result is 0 (non-inhibitor).